From a dataset of Reaction yield outcomes from USPTO patents with 853,638 reactions. Predict the reaction yield, written as a fraction of the theoretical maximum amount of product (1.0 means a 100% yield; for example, 0.34 means a 34% yield). (1) The reactants are [CH:1]([NH:4][CH2:5][CH2:6][O:7][C:8]1[CH:9]=[CH:10][C:11]([C:22]2[NH:31][C:30](=[O:32])[C:29]3[C:24](=[CH:25][C:26]([O:35][CH3:36])=[CH:27][C:28]=3[O:33][CH3:34])[N:23]=2)=[N:12][C:13]=1[C:14]1[CH:19]=[CH:18][C:17]([S:20][CH3:21])=[CH:16][CH:15]=1)([CH3:3])[CH3:2].[C:37](O[C:37]([O:39][C:40]([CH3:43])([CH3:42])[CH3:41])=[O:38])([O:39][C:40]([CH3:43])([CH3:42])[CH3:41])=[O:38].C(N(CC)CC)C. The catalyst is ClCCl.O. The product is [C:40]([O:39][C:37](=[O:38])[N:4]([CH2:5][CH2:6][O:7][C:8]1[C:13]([C:14]2[CH:19]=[CH:18][C:17]([S:20][CH3:21])=[CH:16][CH:15]=2)=[N:12][C:11]([C:22]2[NH:31][C:30](=[O:32])[C:29]3[C:24](=[CH:25][C:26]([O:35][CH3:36])=[CH:27][C:28]=3[O:33][CH3:34])[N:23]=2)=[CH:10][CH:9]=1)[CH:1]([CH3:3])[CH3:2])([CH3:43])([CH3:42])[CH3:41]. The yield is 0.800. (2) The reactants are Br[C:2]1[CH:6]=[CH:5][O:4][C:3]=1[CH3:7].[Li]CCCC.[CH2:13]([CH:15]([C:18]1[C:19]2[N:20]([C:25](I)=[C:26]([CH3:28])[N:27]=2)[N:21]=[C:22]([CH3:24])[CH:23]=1)[CH2:16][CH3:17])[CH3:14].[NH4+].[Cl-]. The catalyst is [Cl-].[Cl-].[Zn+2].C1COCC1. The product is [CH2:13]([CH:15]([C:18]1[C:19]2[N:20]([C:25]([C:2]3[CH:6]=[CH:5][O:4][C:3]=3[CH3:7])=[C:26]([CH3:28])[N:27]=2)[N:21]=[C:22]([CH3:24])[CH:23]=1)[CH2:16][CH3:17])[CH3:14]. The yield is 0.700. (3) The reactants are C(O[C:5](=[O:7])[CH3:6])(=O)C.[N:8]1[CH:13]=[CH:12][CH:11]=[C:10]([C:14]2[C:15]3[CH:22]=[CH:21][C:20]([NH2:23])=[CH:19][C:16]=3[S:17][CH:18]=2)[CH:9]=1. The catalyst is N1C=CC=CC=1. The product is [N:8]1[CH:13]=[CH:12][CH:11]=[C:10]([C:14]2[C:15]3[CH:22]=[CH:21][C:20]([NH:23][C:5](=[O:7])[CH3:6])=[CH:19][C:16]=3[S:17][CH:18]=2)[CH:9]=1. The yield is 0.510. (4) The reactants are Br[CH2:2][C:3]1[CH:4]=[C:5]([C:9]2[O:10][C:11]3[C:17]([C:18]([O:20][CH3:21])=[O:19])=[CH:16][CH:15]=[CH:14][C:12]=3[N:13]=2)[CH:6]=[CH:7][CH:8]=1.[CH3:22][NH:23][CH3:24]. The catalyst is C(O)C. The product is [CH3:22][N:23]([CH2:2][C:3]1[CH:4]=[C:5]([C:9]2[O:10][C:11]3[C:17]([C:18]([O:20][CH3:21])=[O:19])=[CH:16][CH:15]=[CH:14][C:12]=3[N:13]=2)[CH:6]=[CH:7][CH:8]=1)[CH3:24]. The yield is 0.860. (5) The reactants are [CH2:1]([N:8]1[C:13](=O)[CH2:12][NH:11][C:10]2[N:15]=[CH:16][C:17](I)=[CH:18][C:9]1=2)[C:2]1[CH:7]=[CH:6][CH:5]=[CH:4][CH:3]=1.[H-].[H-].[H-].[H-].[Li+].[Al+3]. The catalyst is O1CCCC1. The product is [CH2:1]([N:8]1[CH2:13][CH2:12][NH:11][C:10]2[N:15]=[CH:16][CH:17]=[CH:18][C:9]1=2)[C:2]1[CH:3]=[CH:4][CH:5]=[CH:6][CH:7]=1. The yield is 0.100. (6) The catalyst is C(#N)C. The yield is 0.670. The reactants are [NH2:1][CH2:2][C:3]1[CH:4]=[C:5]2[C:9](=[CH:10][CH:11]=1)[C:8](=[O:12])[N:7]([CH:13]1[CH2:18][CH2:17][C:16](=[O:19])[NH:15][C:14]1=[O:20])[CH2:6]2.[N:21]([C:24]1[CH:29]=[C:28]([CH3:30])[CH:27]=[C:26]([CH3:31])[CH:25]=1)=[C:22]=[O:23].Cl. The product is [CH3:31][C:26]1[CH:25]=[C:24]([NH:21][C:22]([NH:1][CH2:2][C:3]2[CH:4]=[C:5]3[C:9](=[CH:10][CH:11]=2)[C:8](=[O:12])[N:7]([CH:13]2[CH2:18][CH2:17][C:16](=[O:19])[NH:15][C:14]2=[O:20])[CH2:6]3)=[O:23])[CH:29]=[C:28]([CH3:30])[CH:27]=1.